The task is: Predict the product of the given reaction.. This data is from Forward reaction prediction with 1.9M reactions from USPTO patents (1976-2016). Given the reactants [Cl:1][C:2]1[C:3]([CH3:37])=[N:4][O:5][C:6]=1[N:7]([CH2:31][O:32][CH2:33][CH2:34][O:35][CH3:36])[S:8]([C:11]1[C:19]2[C:14](=[N:15][CH:16]=[CH:17][CH:18]=2)[S:13][C:12]=1[CH:20](O)[C:21]1[CH:26]=[CH:25][C:24]2[O:27][CH2:28][O:29][C:23]=2[CH:22]=1)(=[O:10])=[O:9].C([SiH](CC)CC)C.B(F)(F)F.CCOCC, predict the reaction product. The product is: [Cl:1][C:2]1[C:3]([CH3:37])=[N:4][O:5][C:6]=1[N:7]([CH2:31][O:32][CH2:33][CH2:34][O:35][CH3:36])[S:8]([C:11]1[C:19]2[C:14](=[N:15][CH:16]=[CH:17][CH:18]=2)[S:13][C:12]=1[CH2:20][C:21]1[CH:26]=[CH:25][C:24]2[O:27][CH2:28][O:29][C:23]=2[CH:22]=1)(=[O:9])=[O:10].